Dataset: Full USPTO retrosynthesis dataset with 1.9M reactions from patents (1976-2016). Task: Predict the reactants needed to synthesize the given product. (1) The reactants are: [OH:1][N:2]=[C:3]([C:14]#[N:15])[C:4]1[CH:9]=[CH:8][C:7]([O:10][CH3:11])=[C:6]([O:12][CH3:13])[CH:5]=1.C(N(CC)CC)C.[C:23]1([CH3:33])[CH:28]=[CH:27][C:26]([S:29](Cl)(=[O:31])=[O:30])=[CH:25][CH:24]=1. Given the product [CH3:33][C:23]1[CH:28]=[CH:27][C:26]([S:29]([O:1][N:2]=[C:3]([C:14]#[N:15])[C:4]2[CH:9]=[CH:8][C:7]([O:10][CH3:11])=[C:6]([O:12][CH3:13])[CH:5]=2)(=[O:31])=[O:30])=[CH:25][CH:24]=1, predict the reactants needed to synthesize it. (2) Given the product [C:64]([C:63]1[CH:66]=[CH:67][CH:68]=[CH:69][C:62]=1[O:61][CH:58]1[CH2:59][CH2:60][N:55]([C:25](=[O:27])[CH2:24][NH:23][C:21]([C:18]2[CH:17]=[C:16]([C:10]3[CH:11]=[CH:12][CH:13]=[CH:14][CH:15]=3)[NH:20][N:19]=2)=[O:22])[CH2:56][CH2:57]1)#[N:65], predict the reactants needed to synthesize it. The reactants are: CCN(C(C)C)C(C)C.[C:10]1([C:16]2[NH:20][N:19]=[C:18]([C:21]([NH:23][CH2:24][C:25]([OH:27])=O)=[O:22])[CH:17]=2)[CH:15]=[CH:14][CH:13]=[CH:12][CH:11]=1.C1C=CC2N(O)N=NC=2C=1.CCN=C=NCCCN(C)C.Cl.Cl.NCC([N:55]1[CH2:60][CH2:59][CH:58]([O:61][C:62]2[CH:69]=[CH:68][CH:67]=[CH:66][C:63]=2[C:64]#[N:65])[CH2:57][CH2:56]1)=O.Cl.ClC1C=CC=CC=1OC1CCNCC1. (3) Given the product [Cl:6][C:1]1[C:3]2[S:20][CH:19]=[CH:18][C:17]=2[N:12]=[CH:13][N:14]=1, predict the reactants needed to synthesize it. The reactants are: [C:1]([Cl:6])([C:3](Cl)=O)=O.CN(C=O)C.[N:12]1[C:17]2[CH:18]=[CH:19][S:20]C=2C(=O)[NH:14][CH:13]=1. (4) Given the product [Cl:9][C:7]1[CH:6]=[C:5]2[C:3](=[C:2]([Cl:1])[CH:8]=1)[NH:4][N:20]=[C:10]2[CH3:11], predict the reactants needed to synthesize it. The reactants are: [Cl:1][C:2]1[CH:8]=[C:7]([Cl:9])[CH:6]=[C:5]([CH2:10][CH3:11])[C:3]=1[NH2:4].C(C1C([NH2:20])=CC=CC=1)C.ClN1C(=O)CCC1=O. (5) Given the product [CH3:10][N:6]1[C:7]([O:8][CH3:9])=[C:3]([CH3:1])[C:4]([C:11]2[CH:16]=[CH:15][C:14]([O:17][CH:18]([CH3:19])[CH3:20])=[C:13]([Cl:21])[CH:12]=2)=[N:5]1, predict the reactants needed to synthesize it. The reactants are: [CH:1]([C:3]1[C:4]([C:11]2[CH:16]=[CH:15][C:14]([O:17][CH:18]([CH3:20])[CH3:19])=[C:13]([Cl:21])[CH:12]=2)=[N:5][N:6]([CH3:10])[C:7]=1[O:8][CH3:9])=O.C(C1C(C2C=CC(OC(C)C)=C(C)C=2)=NN(C)C=1OC)=O. (6) Given the product [I:1][C:2]1[CH:3]=[C:4]([CH:8]=[CH:9][CH:10]=1)[C:5]([NH2:13])=[O:6], predict the reactants needed to synthesize it. The reactants are: [I:1][C:2]1[CH:3]=[C:4]([CH:8]=[CH:9][CH:10]=1)[C:5](O)=[O:6].CC[N:13](C(C)C)C(C)C.C1C=CC2N(O)N=NC=2C=1.CCN=C=NCCCN(C)C.Cl.C(=O)([O-])[O-].[NH4+].[NH4+]. (7) Given the product [C:38]([O:42][C:43](=[O:51])[NH:44][CH:45]1[CH2:50][CH2:49][N:48]([C:32]([N:12]2[C@@:13]([C:25]3[CH:26]=[CH:27][C:28]([Cl:31])=[CH:29][CH:30]=3)([CH3:24])[C@@:14]([C:17]3[CH:22]=[CH:21][C:20]([Cl:23])=[CH:19][CH:18]=3)([CH3:16])[N:15]=[C:11]2[C:8]2[CH:9]=[N:10][C:5]([C:1]([CH3:2])([CH3:3])[CH3:4])=[CH:6][C:7]=2[O:35][CH2:36][CH3:37])=[O:33])[CH2:47][CH2:46]1)([CH3:41])([CH3:39])[CH3:40], predict the reactants needed to synthesize it. The reactants are: [C:1]([C:5]1[N:10]=[CH:9][C:8]([C:11]2[N:12]([C:32](Cl)=[O:33])[C@@:13]([C:25]3[CH:30]=[CH:29][C:28]([Cl:31])=[CH:27][CH:26]=3)([CH3:24])[C@@:14]([C:17]3[CH:22]=[CH:21][C:20]([Cl:23])=[CH:19][CH:18]=3)([CH3:16])[N:15]=2)=[C:7]([O:35][CH2:36][CH3:37])[CH:6]=1)([CH3:4])([CH3:3])[CH3:2].[C:38]([O:42][C:43](=[O:51])[NH:44][CH:45]1[CH2:50][CH2:49][NH:48][CH2:47][CH2:46]1)([CH3:41])([CH3:40])[CH3:39]. (8) The reactants are: [S:1]1[CH:5]=[CH:4][CH:3]=[C:2]1[CH:6]=O.[CH3:8][O:9][CH2:10][CH2:11][NH2:12].[C:13]1(=[O:24])[O:19][C:17](=O)[C:16]2=[CH:20][CH:21]=[CH:22][CH:23]=[C:15]2[CH2:14]1.[F:25][C:26]([F:36])([F:35])[O:27][C:28]1[CH:34]=[CH:33][C:31]([NH2:32])=[CH:30][CH:29]=1. Given the product [CH3:8][O:9][CH2:10][CH2:11][N:12]1[CH:6]([C:2]2[S:1][CH:5]=[CH:4][CH:3]=2)[CH:14]([C:13]([NH:32][C:31]2[CH:33]=[CH:34][C:28]([O:27][C:26]([F:25])([F:35])[F:36])=[CH:29][CH:30]=2)=[O:24])[C:15]2[C:16](=[CH:20][CH:21]=[CH:22][CH:23]=2)[C:17]1=[O:19], predict the reactants needed to synthesize it. (9) Given the product [Cl:1][C:2]1[N:7]=[C:6]([NH:10][CH2:11][C@H:12]2[CH2:17][CH2:16][CH2:15][N:14]([C:18]([O:20][C:21]([CH3:24])([CH3:23])[CH3:22])=[O:19])[CH2:13]2)[C:5]([F:9])=[CH:4][N:3]=1, predict the reactants needed to synthesize it. The reactants are: [Cl:1][C:2]1[N:7]=[C:6](Cl)[C:5]([F:9])=[CH:4][N:3]=1.[NH2:10][CH2:11][C@H:12]1[CH2:17][CH2:16][CH2:15][N:14]([C:18]([O:20][C:21]([CH3:24])([CH3:23])[CH3:22])=[O:19])[CH2:13]1.CCN(C(C)C)C(C)C.